From a dataset of Retrosynthesis with 50K atom-mapped reactions and 10 reaction types from USPTO. Predict the reactants needed to synthesize the given product. (1) Given the product CCC(=O)c1cc([N+](=O)[O-])ccc1OCC(C)(C)C, predict the reactants needed to synthesize it. The reactants are: CC(C)(C)CI.CCC(=O)c1cc([N+](=O)[O-])ccc1O. (2) Given the product CCNC(=O)c1cc(-c2cc(C=Cc3ccccc3)c(OCc3ccccc3)cc2OCc2ccccc2)on1, predict the reactants needed to synthesize it. The reactants are: CCNC(=O)c1cc(-c2cc(Br)c(OCc3ccccc3)cc2OCc2ccccc2)on1.OB(O)/C=C/c1ccccc1.